From a dataset of Peptide-MHC class II binding affinity with 134,281 pairs from IEDB. Regression. Given a peptide amino acid sequence and an MHC pseudo amino acid sequence, predict their binding affinity value. This is MHC class II binding data. The peptide sequence is AEEVKVIPAGELQVI. The MHC is DRB1_0802 with pseudo-sequence DRB1_0802. The binding affinity (normalized) is 0.443.